Task: Predict which catalyst facilitates the given reaction.. Dataset: Catalyst prediction with 721,799 reactions and 888 catalyst types from USPTO (1) Product: [Cl:1][C:2]1[CH:7]=[CH:6][CH:5]=[CH:4][C:3]=1[N:8]1[C:12]([S:13][C:14]2[CH:19]=[CH:18][CH:17]=[C:16]([O:20][CH3:21])[N:15]=2)=[CH:11][C:10]([CH:22]=[O:23])=[N:9]1. The catalyst class is: 7. Reactant: [Cl:1][C:2]1[CH:7]=[CH:6][CH:5]=[CH:4][C:3]=1[N:8]1[C:12]([S:13][C:14]2[CH:19]=[CH:18][CH:17]=[C:16]([O:20][CH3:21])[N:15]=2)=[CH:11][C:10]([C:22](OCC)=[O:23])=[N:9]1.[H-].C([Al+]CC(C)C)C(C)C.C1(C)C=CC=CC=1.[OH-].[Na+]. (2) Reactant: [H-].[Al+3].[Li+].[H-].[H-].[H-].[C:7]([N:15]1[CH2:28][CH2:27][C:26]2[C:25]3[CH:24]=[C:23]([C:29]4[CH:34]=[CH:33][CH:32]=[CH:31][CH:30]=4)[CH:22]=[CH:21][C:20]=3[NH:19][C:18]=2[CH2:17][CH2:16]1)(=O)[C:8]1[CH:13]=[CH:12][CH:11]=[CH:10][CH:9]=1.CCOC(C)=O.CCCCCCC. Product: [CH2:7]([N:15]1[CH2:28][CH2:27][C:26]2[C:25]3[CH:24]=[C:23]([C:29]4[CH:34]=[CH:33][CH:32]=[CH:31][CH:30]=4)[CH:22]=[CH:21][C:20]=3[NH:19][C:18]=2[CH2:17][CH2:16]1)[C:8]1[CH:9]=[CH:10][CH:11]=[CH:12][CH:13]=1. The catalyst class is: 7. (3) Reactant: [Cl:1][C:2]1[CH:11]=[CH:10][C:5]2[N:6]=C(N)[S:8][C:4]=2[CH:3]=1.[OH-].[K+].Cl. Product: [NH2:6][C:5]1[CH:10]=[CH:11][C:2]([Cl:1])=[CH:3][C:4]=1[SH:8]. The catalyst class is: 6. (4) Reactant: [F:1][C:2]1[CH:3]=[C:4]([S:20]([NH2:23])(=[O:22])=[O:21])[CH:5]=[CH:6][C:7]=1[O:8][C@H:9]1[CH2:13][CH2:12][CH2:11][C@@H:10]1[C:14]1[N:18]([CH3:19])[N:17]=[CH:16][CH:15]=1.[F:24][C:25]1[CH:30]=[C:29](F)[N:28]=[CH:27][N:26]=1.C(=O)([O-])[O-].[K+].[K+]. Product: [F:1][C:2]1[CH:3]=[C:4]([S:20]([NH:23][C:29]2[CH:30]=[C:25]([F:24])[N:26]=[CH:27][N:28]=2)(=[O:21])=[O:22])[CH:5]=[CH:6][C:7]=1[O:8][C@H:9]1[CH2:13][CH2:12][CH2:11][C@@H:10]1[C:14]1[N:18]([CH3:19])[N:17]=[CH:16][CH:15]=1. The catalyst class is: 3. (5) Reactant: C[O:2][C:3](=[O:15])[CH:4]([C:6]1[CH:7]=[CH:8][C:9]2[O:13][CH:12]=[N:11][C:10]=2[CH:14]=1)[CH3:5].O[Li].O.C(O)(=O)C. Product: [O:13]1[C:9]2[CH:8]=[CH:7][C:6]([CH:4]([CH3:5])[C:3]([OH:15])=[O:2])=[CH:14][C:10]=2[N:11]=[CH:12]1. The catalyst class is: 20. (6) Reactant: [Br:1][C:2]1[CH:8]=[C:7]([O:9]C)[C:5]([NH2:6])=[CH:4][C:3]=1[Cl:11].B(Br)(Br)Br. Product: [NH2:6][C:5]1[CH:4]=[C:3]([Cl:11])[C:2]([Br:1])=[CH:8][C:7]=1[OH:9]. The catalyst class is: 2. (7) Reactant: [CH:1]([C:4]1[N:8]=[C:7]([N:9]2[CH2:14][CH2:13][CH:12]([O:15][C:16]3[S:17][C:18]4[CH:24]=[C:23]([C:25]5[CH2:26][CH2:27][NH:28][CH2:29][CH:30]=5)[CH:22]=[CH:21][C:19]=4[N:20]=3)[CH2:11][CH2:10]2)[O:6][N:5]=1)([CH3:3])[CH3:2].C(N(CC)CC)C.Cl[S:39]([CH2:42][CH2:43][CH2:44][C:45]([O:47][CH3:48])=[O:46])(=[O:41])=[O:40]. Product: [CH:1]([C:4]1[N:8]=[C:7]([N:9]2[CH2:14][CH2:13][CH:12]([O:15][C:16]3[S:17][C:18]4[CH:24]=[C:23]([C:25]5[CH2:26][CH2:27][N:28]([S:39]([CH2:42][CH2:43][CH2:44][C:45]([O:47][CH3:48])=[O:46])(=[O:41])=[O:40])[CH2:29][CH:30]=5)[CH:22]=[CH:21][C:19]=4[N:20]=3)[CH2:11][CH2:10]2)[O:6][N:5]=1)([CH3:3])[CH3:2]. The catalyst class is: 2. (8) Reactant: [F:1][C:2]([F:7])([F:6])[C:3]([OH:5])=[O:4].C(OC([CH:15]1[NH:20][CH2:19][C:18]2[S:21][C:22]([C:24]([N:26]3[CH2:31][CH2:30][N:29]([S:32]([C:35]4[CH:44]=[CH:43][C:42]5[C:37](=[CH:38][CH:39]=[C:40]([Cl:45])[CH:41]=5)[CH:36]=4)(=[O:34])=[O:33])[CH2:28][CH:27]3[C:46](=[O:48])[NH2:47])=[O:25])=[N:23][C:17]=2[CH2:16]1)=O)(C)(C)C. Product: [F:1][C:2]([F:7])([F:6])[C:3]([OH:5])=[O:4].[C:46]([CH:27]1[CH2:28][N:29]([S:32]([C:35]2[CH:44]=[CH:43][C:42]3[C:37](=[CH:38][CH:39]=[C:40]([Cl:45])[CH:41]=3)[CH:36]=2)(=[O:34])=[O:33])[CH2:30][CH2:31][N:26]1[C:24]([C:22]1[S:21][C:18]2[CH2:19][NH:20][CH2:15][CH2:16][C:17]=2[N:23]=1)=[O:25])(=[O:48])[NH2:47]. The catalyst class is: 4.